This data is from Full USPTO retrosynthesis dataset with 1.9M reactions from patents (1976-2016). The task is: Predict the reactants needed to synthesize the given product. (1) Given the product [Cl:1][C:2]1[CH:7]=[CH:6][C:5]([C@H:8]2[CH2:13][C@@H:12]([C:14]3[O:21][NH:29][C:16](=[O:17])[CH:15]=3)[CH2:11][CH2:10][N:9]2[C:22]([O:24][CH3:25])=[O:23])=[C:4]([F:26])[CH:3]=1, predict the reactants needed to synthesize it. The reactants are: [Cl:1][C:2]1[CH:7]=[CH:6][C:5]([C@H:8]2[CH2:13][C@@H:12]([C:14](=[O:21])[CH2:15][C:16](OCC)=[O:17])[CH2:11][CH2:10][N:9]2[C:22]([O:24][CH3:25])=[O:23])=[C:4]([F:26])[CH:3]=1.[OH-].[Na+].[NH2:29]O.Cl. (2) Given the product [CH3:1][N:2]1[CH2:7][CH2:6][NH:5][CH2:4][CH:3]1[C:15]1[S:16][CH:17]=[C:18]([C:20]2[CH:21]=[CH:22][CH:23]=[CH:24][CH:25]=2)[N:19]=1, predict the reactants needed to synthesize it. The reactants are: [CH3:1][N:2]1[CH2:7][CH2:6][N:5](C(OC(C)(C)C)=O)[CH2:4][CH:3]1[C:15]1[S:16][CH:17]=[C:18]([C:20]2[CH:25]=[CH:24][CH:23]=[CH:22][CH:21]=2)[N:19]=1.FC(F)(F)C([O-])=O. (3) Given the product [ClH:18].[CH3:26][C:23]1[CH:24]=[C:19]([N:8]2[CH2:7][CH2:6][C:5]3([CH2:1][NH:2][CH2:3][CH2:4]3)[CH2:10][CH2:9]2)[CH:20]=[C:21]([CH3:25])[N:22]=1, predict the reactants needed to synthesize it. The reactants are: [CH2:1]1[C:5]2([CH2:10][CH2:9][NH:8][CH2:7][CH2:6]2)[CH2:4][CH2:3][N:2]1C(OC(C)(C)C)=O.[Cl:18][C:19]1[CH:24]=[CH:23][N:22]=[C:21]([CH3:25])[CH:20]=1.[CH2:26](N(C(C)C)C(C)C)C. (4) Given the product [C:22]1([C@@H:20]2[CH2:21][C@H:19]2[N:3]2[C:2](=[O:1])[CH:6]3[CH2:7][NH:8][CH2:9][CH2:10][N:5]3[C:4]2=[O:18])[CH:27]=[CH:26][CH:25]=[CH:24][CH:23]=1, predict the reactants needed to synthesize it. The reactants are: [O:1]=[C:2]1[CH:6]2[CH2:7][N:8](C(OC(C)(C)C)=O)[CH2:9][CH2:10][N:5]2[C:4](=[O:18])[N:3]1[C@@H:19]1[CH2:21][C@H:20]1[C:22]1[CH:27]=[CH:26][CH:25]=[CH:24][CH:23]=1.C(O)(C(F)(F)F)=O. (5) Given the product [NH2:5][C:4]1[CH:3]=[C:2]([C:12]#[C:11][CH2:10][CH2:9][OH:13])[CH:8]=[CH:7][CH:6]=1, predict the reactants needed to synthesize it. The reactants are: I[C:2]1[CH:3]=[C:4]([CH:6]=[CH:7][CH:8]=1)[NH2:5].[CH2:9]([OH:13])[CH2:10][C:11]#[CH:12]. (6) Given the product [CH:26]([N:28]1[CH2:31][CH2:32][CH:7]([O:10][C:11]2[CH:12]=[CH:13][C:14]([C:17]3([CH2:23][N:24]([CH3:25])[C:33](=[O:36])[CH2:34][CH3:35])[CH2:18][CH2:19][O:20][CH2:21][CH2:22]3)=[CH:15][CH:16]=2)[CH2:30][CH2:29]1)([CH3:44])[CH3:27], predict the reactants needed to synthesize it. The reactants are: C(N1CC[CH:7]([O:10][C:11]2[CH:16]=[CH:15][C:14]([C:17]3([CH2:23][NH:24][CH3:25])[CH2:22][CH2:21][O:20][CH2:19][CH2:18]3)=[CH:13][CH:12]=2)CC1)(C)C.[CH2:26]([N:28]([CH2:31][CH3:32])[CH2:29][CH3:30])[CH3:27].[C:33](O[C:33](=[O:36])[CH2:34][CH3:35])(=[O:36])[CH2:34][CH3:35].O.Cl[CH2:44]Cl. (7) The reactants are: [CH3:1][O:2][C:3]1[CH:4]=[C:5]2[C:17](=[CH:18][CH:19]=1)[NH:16][C:15]1[C:10]3([CH2:14][CH2:13][NH:12][CH2:11]3)[NH:9][CH2:8][CH2:7][C:6]2=1.Br[CH2:21][CH2:22][CH:23]1[CH2:28][CH2:27][CH2:26][CH2:25][CH2:24]1.C([O-])([O-])=O.[K+].[K+]. Given the product [CH:23]1([CH2:22][CH2:21][N:12]2[CH2:13][CH2:14][C:10]3([C:15]4[NH:16][C:17]5[C:5](=[CH:4][C:3]([O:2][CH3:1])=[CH:19][CH:18]=5)[C:6]=4[CH2:7][CH2:8][NH:9]3)[CH2:11]2)[CH2:28][CH2:27][CH2:26][CH2:25][CH2:24]1, predict the reactants needed to synthesize it. (8) Given the product [NH2:20][C:21]1[C:30]([C:31]([NH:33][C:34]2[CH:35]=[N:36][CH:37]=[C:38]([F:49])[C:39]=2[N:40]2[CH2:45][CH2:44][CH:43]([C:46]([N:8]3[CH2:9][CH2:10][N:5]([CH:3]4[CH2:4][O:1][CH2:2]4)[CH2:6][CH2:7]3)=[O:47])[CH2:42][CH2:41]2)=[O:32])=[C:24]2[N:25]=[CH:26][C:27]([F:29])=[CH:28][N:23]2[N:22]=1, predict the reactants needed to synthesize it. The reactants are: [O:1]1[CH2:4][CH:3]([N:5]2[CH2:10][CH2:9][NH:8][CH2:7][CH2:6]2)[CH2:2]1.CCN(C(C)C)C(C)C.[NH2:20][C:21]1[C:30]([C:31]([NH:33][C:34]2[CH:35]=[N:36][CH:37]=[C:38]([F:49])[C:39]=2[N:40]2[CH2:45][CH2:44][CH:43]([C:46](O)=[O:47])[CH2:42][CH2:41]2)=[O:32])=[C:24]2[N:25]=[CH:26][C:27]([F:29])=[CH:28][N:23]2[N:22]=1.F[B-](F)(F)F.ClC1C=CC2N=NN(OC(=[N+](C)C)N(C)C)C=2C=1.